This data is from Full USPTO retrosynthesis dataset with 1.9M reactions from patents (1976-2016). The task is: Predict the reactants needed to synthesize the given product. (1) Given the product [I-:2].[I-:2].[I-:2].[CH2:6]([C:8]1[C:21]2[C:12](=[S+:13][C:14]3[C:19]([N:20]=2)=[C:18]([CH3:22])[CH:17]=[CH:16][CH:15]=3)[CH:11]=[C:10]([N:37]([CH3:38])[CH3:36])[CH:9]=1)[CH3:7].[CH2:40]([C:42]1[C:55]2[C:46](=[S+:47][C:48]3[C:53]([N:54]=2)=[C:52]([CH3:56])[CH:51]=[CH:50][CH:49]=3)[CH:45]=[C:44]([N:71]([CH3:72])[CH3:70])[CH:43]=1)[CH3:41].[CH2:23]([C:25]1[C:38]2[C:29](=[S+:30][C:31]3[C:36]([N:37]=2)=[C:35]([CH3:39])[CH:34]=[CH:33][CH:32]=3)[CH:28]=[C:27]([N:20]([CH3:21])[CH3:19])[CH:26]=1)[CH3:24], predict the reactants needed to synthesize it. The reactants are: O.[I-:2].[I-].[I-].[I-].[CH2:6]([C:8]1[C:21]2[C:12](=[S+:13][C:14]3[C:19]([N:20]=2)=[C:18]([CH3:22])[CH:17]=[CH:16][CH:15]=3)[CH:11]=[CH:10][CH:9]=1)[CH3:7].[CH2:23]([C:25]1[C:38]2[C:29](=[S+:30][C:31]3[C:36]([N:37]=2)=[C:35]([CH3:39])[CH:34]=[CH:33][CH:32]=3)[CH:28]=[CH:27][CH:26]=1)[CH3:24].[CH2:40]([C:42]1[C:55]2[C:46](=[S+:47][C:48]3[C:53]([N:54]=2)=[C:52]([CH3:56])[CH:51]=[CH:50][CH:49]=3)[CH:45]=[CH:44][CH:43]=1)[CH3:41].C(C1[C:72]2C(=[S+]C3[C:70]([N:71]=2)=C(C)C=CC=3)C=CC=1)C.C(Cl)(Cl)Cl. (2) The reactants are: [Cl:1][CH2:2][C:3]([C:5]1[CH:6]=[C:7]2[C:12](=[CH:13][CH:14]=1)[NH:11][C:10](=[O:15])[CH2:9][CH:8]2[CH3:16])=O.FC(F)(F)C(O)=O.C([SiH](CC)CC)C. Given the product [Cl:1][CH2:2][CH2:3][C:5]1[CH:6]=[C:7]2[C:12](=[CH:13][CH:14]=1)[NH:11][C:10](=[O:15])[CH2:9][CH:8]2[CH3:16], predict the reactants needed to synthesize it. (3) Given the product [N:31]1([CH2:30][CH2:29][CH2:28][NH:27][C:5](=[O:7])[C:4]2[CH:8]=[CH:9][C:10]([C:11]([NH:12][C:13]3[CH:18]=[CH:17][C:16]([Cl:19])=[C:15]([C:20]4[CH:25]=[CH:24][CH:23]=[CH:22][N:21]=4)[CH:14]=3)=[O:26])=[C:2]([Cl:1])[CH:3]=2)[CH:35]=[CH:34][N:33]=[CH:32]1, predict the reactants needed to synthesize it. The reactants are: [Cl:1][C:2]1[CH:3]=[C:4]([CH:8]=[CH:9][C:10]=1[C:11](=[O:26])[NH:12][C:13]1[CH:18]=[CH:17][C:16]([Cl:19])=[C:15]([C:20]2[CH:25]=[CH:24][CH:23]=[CH:22][N:21]=2)[CH:14]=1)[C:5]([OH:7])=O.[NH2:27][CH2:28][CH2:29][CH2:30][N:31]1[CH:35]=[CH:34][N:33]=[CH:32]1.